From a dataset of Catalyst prediction with 721,799 reactions and 888 catalyst types from USPTO. Predict which catalyst facilitates the given reaction. (1) Reactant: [CH2:1]([O:4][C:5]1([CH3:35])[CH2:10][CH2:9][N:8]([C:11]2[N:16]3[N:17]=[C:18]([C:20]4[CH:25]=[CH:24][CH:23]=[C:22]([Br:26])[CH:21]=4)[CH:19]=[C:15]3[N:14]=[C:13]([CH3:27])[C:12]=2[C:28](=[O:34])[C:29]([O:31][CH2:32][CH3:33])=[O:30])[CH2:7][CH2:6]1)[CH:2]=[CH2:3].CB1N2CCC[C@@H]2C(C2C=CC=CC=2)(C2C=CC=CC=2)O1.C1(C)C=CC=CC=1.CCOC(C)=O.C([O-])([O-])=O.[Na+].[Na+]. Product: [CH2:1]([O:4][C:5]1([CH3:35])[CH2:6][CH2:7][N:8]([C:11]2[N:16]3[N:17]=[C:18]([C:20]4[CH:25]=[CH:24][CH:23]=[C:22]([Br:26])[CH:21]=4)[CH:19]=[C:15]3[N:14]=[C:13]([CH3:27])[C:12]=2[C@H:28]([OH:34])[C:29]([O:31][CH2:32][CH3:33])=[O:30])[CH2:9][CH2:10]1)[CH:2]=[CH2:3]. The catalyst class is: 11. (2) Reactant: [Cl:1][C:2]1[CH:3]=[C:4]([S:9][C:10]2[N:14]([C:15]3[CH:20]=[CH:19][CH:18]=[CH:17][CH:16]=3)[N:13]=[C:12]([CH3:21])[C:11]=2[CH2:22][OH:23])[CH:5]=[C:6]([Cl:8])[CH:7]=1.[CH2:24](Br)[C:25]1[CH:30]=[CH:29][CH:28]=[CH:27][CH:26]=1.[H-].[Na+].O. Product: [CH2:24]([O:23][CH2:22][C:11]1[C:12]([CH3:21])=[N:13][N:14]([C:15]2[CH:20]=[CH:19][CH:18]=[CH:17][CH:16]=2)[C:10]=1[S:9][C:4]1[CH:3]=[C:2]([Cl:1])[CH:7]=[C:6]([Cl:8])[CH:5]=1)[C:25]1[CH:30]=[CH:29][CH:28]=[CH:27][CH:26]=1. The catalyst class is: 9. (3) Reactant: [CH3:1][C:2]([CH3:22])([CH2:8][C:9]1[CH:14]=[CH:13][C:12]([N+:15]([O-])=O)=[CH:11][C:10]=1[C:18]([F:21])([F:20])[F:19])[C:3]([O:5][CH2:6][CH3:7])=[O:4]. Product: [NH2:15][C:12]1[CH:13]=[CH:14][C:9]([CH2:8][C:2]([CH3:1])([CH3:22])[C:3]([O:5][CH2:6][CH3:7])=[O:4])=[C:10]([C:18]([F:19])([F:20])[F:21])[CH:11]=1. The catalyst class is: 19. (4) Reactant: Cl[C:2]1[CH:7]=[C:6]([NH:8][C:9]2[CH:18]=[CH:17][CH:16]=[C:15]([O:19][CH3:20])[C:10]=2[C:11]([NH:13][CH3:14])=[O:12])[C:5]([C:21]([F:24])([F:23])[F:22])=[CH:4][N:3]=1.[CH3:25][N:26]1[C:30]([NH2:31])=[CH:29][C:28]([CH3:32])=[N:27]1.CC1(C)C2C=CC=C(P(C3C=CC=CC=3)C3C=CC=CC=3)C=2OC2C1=CC=CC=2P(C1C=CC=CC=1)C1C=CC=CC=1.C(=O)([O-])[O-].[Cs+].[Cs+]. Product: [CH3:25][N:26]1[C:30]([NH:31][C:2]2[CH:7]=[C:6]([NH:8][C:9]3[CH:18]=[CH:17][CH:16]=[C:15]([O:19][CH3:20])[C:10]=3[C:11]([NH:13][CH3:14])=[O:12])[C:5]([C:21]([F:24])([F:23])[F:22])=[CH:4][N:3]=2)=[CH:29][C:28]([CH3:32])=[N:27]1. The catalyst class is: 160. (5) Reactant: P(Cl)(Cl)(Cl)=O.[CH2:6]([O:8][C:9]([N:11]1[CH2:16][CH2:15][CH:14]([NH:17][C:18](=O)[CH2:19][O:20][C:21]2[CH:26]=[CH:25][CH:24]=[CH:23][CH:22]=2)[C:13](=[O:28])[CH2:12]1)=[O:10])[CH3:7].O. Product: [CH2:6]([O:8][C:9]([N:11]1[CH2:16][CH2:15][C:14]2[N:17]=[C:18]([CH2:19][O:20][C:21]3[CH:22]=[CH:23][CH:24]=[CH:25][CH:26]=3)[O:28][C:13]=2[CH2:12]1)=[O:10])[CH3:7]. The catalyst class is: 12. (6) Reactant: [C:1]([O:5][C:6](=[O:26])[NH:7][C:8]1[S:9][C:10]2[CH:16]=[C:15]([CH:17]=[O:18])[CH:14]=[C:13]([C:19]3[CH:24]=[CH:23][CH:22]=[C:21]([Cl:25])[CH:20]=3)[C:11]=2[N:12]=1)([CH3:4])([CH3:3])[CH3:2].[BH4-].[Na+].O.Cl. Product: [C:1]([O:5][C:6](=[O:26])[NH:7][C:8]1[S:9][C:10]2[CH:16]=[C:15]([CH2:17][OH:18])[CH:14]=[C:13]([C:19]3[CH:24]=[CH:23][CH:22]=[C:21]([Cl:25])[CH:20]=3)[C:11]=2[N:12]=1)([CH3:4])([CH3:2])[CH3:3]. The catalyst class is: 98. (7) Reactant: [CH3:1][C:2]([C:4]1[CH:9]=[CH:8][C:7]([NH2:10])=[CH:6][CH:5]=1)=[O:3].[Br:11]N1C(=O)CCC1=O. Product: [NH2:10][C:7]1[CH:8]=[CH:9][C:4]([C:2](=[O:3])[CH3:1])=[CH:5][C:6]=1[Br:11]. The catalyst class is: 23. (8) Reactant: [NH2:1][C:2]([NH:4][C:5]1[C:6]([C:18]([NH2:20])=[O:19])=[N:7][N:8]([C:10]2[CH:15]=[CH:14][C:13](Br)=[C:12]([F:17])[CH:11]=2)[CH:9]=1)=[O:3].[F:21][C:22]1[CH:23]=[C:24](B(O)O)[CH:25]=[CH:26][C:27]=1[OH:28]. Product: [NH2:1][C:2]([NH:4][C:5]1[C:6]([C:18]([NH2:20])=[O:19])=[N:7][N:8]([C:10]2[CH:15]=[CH:14][C:13]([C:24]3[CH:25]=[CH:26][C:27]([OH:28])=[C:22]([F:21])[CH:23]=3)=[C:12]([F:17])[CH:11]=2)[CH:9]=1)=[O:3]. The catalyst class is: 455.